Task: Predict the reactants needed to synthesize the given product.. Dataset: Full USPTO retrosynthesis dataset with 1.9M reactions from patents (1976-2016) (1) Given the product [Cl:29][CH2:14][C:13]([CH3:16])([CH3:15])[CH:12]([O:17][CH2:23][CH3:24])[O:4][CH2:3][CH3:1], predict the reactants needed to synthesize it. The reactants are: [C:1](Cl)([C:3](Cl)=[O:4])=O.CS(C)=O.Cl[CH:12]([OH:17])[C:13]([CH3:16])([CH3:15])[CH3:14].CC1C=CC(S(O)(=O)=O)=[CH:23][CH:24]=1.[Cl:29]CCl. (2) Given the product [NH2:18][C@@H:14]([CH2:15][CH2:16][CH3:17])[C:13]([O:29][CH2:30][CH3:31])([O:26][CH2:27][CH3:28])[C:12]([NH:11][CH:8]1[CH2:9][CH2:10]1)=[O:32], predict the reactants needed to synthesize it. The reactants are: C(O)(C(F)(F)F)=O.[CH:8]1([NH:11][C:12](=[O:32])[C:13]([O:29][CH2:30][CH3:31])([O:26][CH2:27][CH3:28])[C@@H:14]([NH:18]C(=O)OC(C)(C)C)[CH2:15][CH2:16][CH3:17])[CH2:10][CH2:9]1.C([O-])(O)=O.[Na+]. (3) Given the product [C:1]1([CH:7]2[C:12]3[C:13]([CH2:16][N:18]4[CH2:19][CH2:20][CH2:21][CH2:22][CH2:23]4)=[N:14][O:15][C:11]=3[CH2:10][CH2:9][NH:8]2)[CH:2]=[CH:3][CH:4]=[CH:5][CH:6]=1, predict the reactants needed to synthesize it. The reactants are: [C:1]1([CH:7]2[C:12]3[C:13]([C:16]([N:18]4[CH2:23][CH2:22][CH2:21][CH2:20][CH2:19]4)=O)=[N:14][O:15][C:11]=3[CH2:10][CH2:9][N:8]2C(OC(C)(C)C)=O)[CH:6]=[CH:5][CH:4]=[CH:3][CH:2]=1.CO.Cl. (4) The reactants are: [Br:1][C:2]1[CH:3]=[N:4][C:5]([NH2:8])=[N:6][CH:7]=1.Br.Br[CH:11]([CH2:14][C:15]1[CH:20]=[CH:19][C:18]([O:21][CH3:22])=[CH:17][CH:16]=1)[CH:12]=O. Given the product [Br:1][C:2]1[CH:3]=[N:4][C:5]2[N:6]([C:11]([CH2:14][C:15]3[CH:16]=[CH:17][C:18]([O:21][CH3:22])=[CH:19][CH:20]=3)=[CH:12][N:8]=2)[CH:7]=1, predict the reactants needed to synthesize it. (5) Given the product [Cl:1][C:2]1[C:7]([F:8])=[CH:6][CH:5]=[C:4]([Cl:9])[C:3]=1[CH:10]([C:12]1[C:20]2[C:15](=[N:16][CH:17]=[C:18]([C:21]3[CH:22]=[N:23][N:24]([CH:26]4[CH2:31][CH2:30][N:29]([CH:32]=[O:33])[CH2:28][CH2:27]4)[CH:25]=3)[N:19]=2)[NH:14][CH:13]=1)[CH3:11], predict the reactants needed to synthesize it. The reactants are: [Cl:1][C:2]1[C:7]([F:8])=[CH:6][CH:5]=[C:4]([Cl:9])[C:3]=1[CH:10]([C:12]1[C:20]2[C:15](=[N:16][CH:17]=[C:18]([C:21]3[CH:22]=[N:23][N:24]([CH:26]4[CH2:31][CH2:30][NH:29][CH2:28][CH2:27]4)[CH:25]=3)[N:19]=2)[NH:14][CH:13]=1)[CH3:11].[CH:32](O)=[O:33].CN(C(ON1N=NC2C=CC=CC1=2)=[N+](C)C)C.[B-](F)(F)(F)F.CCN(C(C)C)C(C)C.C(Cl)Cl.Cl.CCOCC. (6) The reactants are: [Br:1][CH2:2][C:3]([C:5]1[C:10]([CH3:11])=[CH:9][CH:8]=[CH:7][N:6]=1)=[O:4].[BH4-].[Na+].Cl. Given the product [Br:1][CH2:2][CH:3]([C:5]1[C:10]([CH3:11])=[CH:9][CH:8]=[CH:7][N:6]=1)[OH:4], predict the reactants needed to synthesize it.